Dataset: Peptide-MHC class II binding affinity with 134,281 pairs from IEDB. Task: Regression. Given a peptide amino acid sequence and an MHC pseudo amino acid sequence, predict their binding affinity value. This is MHC class II binding data. The peptide sequence is KGLPIRYQTTATKSE. The MHC is DRB5_0101 with pseudo-sequence DRB5_0101. The binding affinity (normalized) is 0.764.